From a dataset of Full USPTO retrosynthesis dataset with 1.9M reactions from patents (1976-2016). Predict the reactants needed to synthesize the given product. (1) Given the product [N:9]1[CH:14]=[CH:13][N:12]=[CH:11][C:10]=1[C:15]([NH2:16])=[O:30].[N:9]1[CH:14]=[CH:13][N:12]=[CH:11][C:10]=1[C:15]([OH:2])=[O:20], predict the reactants needed to synthesize it. The reactants are: P([O-])([O-])([O-])=[O:2].[K+].[K+].[K+].[N:9]1[CH:14]=[CH:13][N:12]=[CH:11][C:10]=1[C:15]#[N:16].C(#N)C.[OH2:20].CN(C)C(=[O:30])C1C=CC=CC=1. (2) Given the product [CH:1]1([C:7]([N:9]2[CH2:18][CH2:17][C:16]3[C:11](=[CH:12][CH:13]=[C:14]([CH:19]=[O:20])[CH:15]=3)[CH2:10]2)=[O:8])[CH2:6][CH2:5][CH2:4][CH2:3][CH2:2]1, predict the reactants needed to synthesize it. The reactants are: [CH:1]1([C:7]([N:9]2[CH2:18][CH2:17][C:16]3[C:11](=[CH:12][CH:13]=[C:14]([CH2:19][OH:20])[CH:15]=3)[CH2:10]2)=[O:8])[CH2:6][CH2:5][CH2:4][CH2:3][CH2:2]1. (3) Given the product [ClH:19].[ClH:19].[CH3:17][S:16][CH2:15][CH2:14][N:11]1[CH2:10][CH2:9][CH:8]([NH2:7])[CH2:13][CH2:12]1, predict the reactants needed to synthesize it. The reactants are: C(OC(=O)[NH:7][CH:8]1[CH2:13][CH2:12][N:11]([CH2:14][CH2:15][S:16][CH3:17])[CH2:10][CH2:9]1)(C)(C)C.[ClH:19].CO. (4) Given the product [Cl:32][C:33]1[C:38]([F:39])=[CH:37][C:36]([C:2]2[C:11]3[C:6](=[CH:7][C:8]([S:12]([N:15]([C:25]4[CH:29]=[CH:28][O:27][N:26]=4)[CH2:16][C:17]4[CH:18]=[CH:19][C:20]([O:23][CH3:24])=[CH:21][CH:22]=4)(=[O:14])=[O:13])=[CH:9][CH:10]=3)[C:5](=[O:30])[N:4]([CH3:31])[N:3]=2)=[C:35]([O:49][CH3:50])[CH:34]=1, predict the reactants needed to synthesize it. The reactants are: Cl[C:2]1[C:11]2[C:6](=[CH:7][C:8]([S:12]([N:15]([C:25]3[CH:29]=[CH:28][O:27][N:26]=3)[CH2:16][C:17]3[CH:22]=[CH:21][C:20]([O:23][CH3:24])=[CH:19][CH:18]=3)(=[O:14])=[O:13])=[CH:9][CH:10]=2)[C:5](=[O:30])[N:4]([CH3:31])[N:3]=1.[Cl:32][C:33]1[C:38]([F:39])=[CH:37][C:36](B2OC(C)(C)C(C)(C)O2)=[C:35]([O:49][CH3:50])[CH:34]=1.P([O-])([O-])([O-])=O.[K+].[K+].[K+].